Task: Predict which catalyst facilitates the given reaction.. Dataset: Catalyst prediction with 721,799 reactions and 888 catalyst types from USPTO (1) Reactant: [Cl:1][C:2]1[CH:3]=[C:4]([CH3:11])[C:5]([C:8](O)=[O:9])=[N:6][CH:7]=1.C(Cl)(=O)C([Cl:15])=O.CN(C)C=O. The catalyst class is: 4. Product: [Cl:1][C:2]1[CH:3]=[C:4]([CH3:11])[C:5]([C:8]([Cl:15])=[O:9])=[N:6][CH:7]=1. (2) Reactant: [NH2:1][C:2]1[N:10]=[C:9]([O:11][CH3:12])[CH:8]=[C:7]([O:13][CH3:14])[C:3]=1[C:4]([NH2:6])=[O:5].[OH:15][CH2:16][CH2:17][O:18][C:19]1[C:26]([CH3:27])=[CH:25][C:22]([CH:23]=O)=[CH:21][C:20]=1[CH3:28].OS([O-])=O.[Na+].CC1C=CC(S(O)(=O)=O)=CC=1. Product: [OH:15][CH2:16][CH2:17][O:18][C:19]1[C:26]([CH3:27])=[CH:25][C:22]([C:23]2[NH:6][C:4](=[O:5])[C:3]3[C:7]([O:13][CH3:14])=[CH:8][C:9]([O:11][CH3:12])=[N:10][C:2]=3[N:1]=2)=[CH:21][C:20]=1[CH3:28]. The catalyst class is: 80. (3) Reactant: [C:1]([C:4]1[CH:5]=[C:6]([CH:9]=[CH:10][CH:11]=1)[CH:7]=O)([OH:3])=[O:2].[NH2:12][C:13]1[C:18]([NH2:19])=[CH:17][C:16]([N+:20]([O-])=O)=[CH:15][N:14]=1.Cl[C:24]([O:26][CH:27]([CH3:29])[CH3:28])=[O:25].[OH-].[Na+]. Product: [CH:27]([O:26][C:24]([NH:20][C:16]1[CH:17]=[C:18]2[N:19]=[C:7]([C:6]3[CH:5]=[C:4]([CH:11]=[CH:10][CH:9]=3)[C:1]([OH:3])=[O:2])[NH:12][C:13]2=[N:14][CH:15]=1)=[O:25])([CH3:29])[CH3:28]. The catalyst class is: 179.